The task is: Regression. Given two drug SMILES strings and cell line genomic features, predict the synergy score measuring deviation from expected non-interaction effect.. This data is from NCI-60 drug combinations with 297,098 pairs across 59 cell lines. (1) Drug 1: CN(C)N=NC1=C(NC=N1)C(=O)N. Drug 2: C1CC(C1)(C(=O)O)C(=O)O.[NH2-].[NH2-].[Pt+2]. Cell line: SF-295. Synergy scores: CSS=29.2, Synergy_ZIP=-2.14, Synergy_Bliss=-1.67, Synergy_Loewe=0.337, Synergy_HSA=1.28. (2) Drug 1: C1CC2CC3=C(CC1C24CN(S(=O)(=O)N4)CC(F)(F)F)C=CC(=C3)C=CCN5CCC(CC5)C(F)(F)F. Drug 2: CCC1=CC2CC(C3=C(CN(C2)C1)C4=CC=CC=C4N3)(C5=C(C=C6C(=C5)C78CCN9C7C(C=CC9)(C(C(C8N6C)(C(=O)OC)O)OC(=O)C)CC)OC)C(=O)OC. Cell line: NCIH23. Synergy scores: CSS=47.6, Synergy_ZIP=1.97, Synergy_Bliss=2.84, Synergy_Loewe=-9.53, Synergy_HSA=3.73.